This data is from Full USPTO retrosynthesis dataset with 1.9M reactions from patents (1976-2016). The task is: Predict the reactants needed to synthesize the given product. (1) Given the product [Cl:16][C:6]1[CH:5]=[N:4][CH:3]=[C:2]([C:17]2[CH:22]=[CH:21][CH:20]=[CH:19][CH:18]=2)[C:7]=1[N:8]1[CH2:13][CH2:12][CH:11]([C:14]#[N:15])[CH2:10][CH2:9]1, predict the reactants needed to synthesize it. The reactants are: Cl[C:2]1[CH:3]=[N:4][CH:5]=[C:6]([Cl:16])[C:7]=1[N:8]1[CH2:13][CH2:12][CH:11]([C:14]#[N:15])[CH2:10][CH2:9]1.[C:17]1(B(O)O)[CH:22]=[CH:21][CH:20]=[CH:19][CH:18]=1.C(=O)([O-])[O-].[Na+].[Na+]. (2) Given the product [C:12]([O:20][C:21]1[CH:22]=[C:23]2[C:27]([CH:26]=[CH:25][CH2:24]2)=[CH:28][CH:29]=1)(=[O:19])[C:13]1[CH:14]=[CH:15][CH:16]=[CH:17][CH:18]=1, predict the reactants needed to synthesize it. The reactants are: CC1C=CC(S(O)(=O)=O)=CC=1.[C:12]([O:20][C:21]1[CH:22]=[C:23]2[C:27](=[CH:28][CH:29]=1)[CH:26](O)[CH2:25][CH2:24]2)(=[O:19])[C:13]1[CH:18]=[CH:17][CH:16]=[CH:15][CH:14]=1.[O-]S([O-])(=O)=O.[Mg+2]. (3) Given the product [F:3][C:4]([F:15])([CH2:5][N:7]1[CH2:11][CH2:10][CH2:9][CH2:8]1)[CH2:12][CH:13]([OH:20])[CH3:14].[F:3][C:4]([F:15])([CH2:5][N:7]1[CH2:11][CH2:10][CH2:9][CH2:8]1)[CH2:12][CH2:13][CH2:14][OH:20], predict the reactants needed to synthesize it. The reactants are: N#N.[F:3][C:4]([F:15])([CH2:12][CH:13]=[CH2:14])[C:5]([N:7]1[CH2:11][CH2:10][CH2:9][CH2:8]1)=O.B.C1C[O:20]CC1. (4) Given the product [Cl:1][C:2]1[CH:10]=[CH:9][C:5]([C:6]([NH:16][CH2:15][CH2:14][N:13]([CH2:17][CH3:18])[CH2:11][CH3:12])=[O:8])=[CH:4][N:3]=1, predict the reactants needed to synthesize it. The reactants are: [Cl:1][C:2]1[CH:10]=[CH:9][C:5]([C:6]([OH:8])=O)=[CH:4][N:3]=1.[CH2:11]([N:13]([CH2:17][CH3:18])[CH2:14][CH2:15][NH2:16])[CH3:12].ON1C2C=CC=CC=2N=N1.Cl.CN(C)CCCN=C=NCC.C(N(C(C)C)CC)(C)C. (5) Given the product [F:69][CH:52]([F:51])[O:53][C:54]1[CH:55]=[CH:56][C:57]([C:60]2[C:65]([F:66])=[CH:64][N:63]=[C:62]([CH2:67][NH:68][C:14]([C@@H:9]3[CH2:10][C@@H:11]([F:13])[CH2:12][N:8]3[C:6]([O:5][C:1]([CH3:2])([CH3:3])[CH3:4])=[O:7])=[O:16])[CH:61]=2)=[CH:58][CH:59]=1, predict the reactants needed to synthesize it. The reactants are: [C:1]([O:5][C:6]([N:8]1[CH2:12][C@H:11]([F:13])[CH2:10][C@H:9]1[C:14]([OH:16])=O)=[O:7])([CH3:4])([CH3:3])[CH3:2].CN(C(ON1N=NC2C=CC=NC1=2)=[N+](C)C)C.F[P-](F)(F)(F)(F)F.CCN(C(C)C)C(C)C.Cl.[F:51][CH:52]([F:69])[O:53][C:54]1[CH:59]=[CH:58][C:57]([C:60]2[C:65]([F:66])=[CH:64][N:63]=[C:62]([CH2:67][NH2:68])[CH:61]=2)=[CH:56][CH:55]=1. (6) The reactants are: [NH2:1][C:2]1[CH:10]=[CH:9][C:5]([C:6]([OH:8])=O)=[CH:4][C:3]=1[N+:11]([O-:13])=[O:12].[NH2:14][C:15]1[S:16][C:17]([CH3:21])=[C:18]([CH3:20])[N:19]=1.CN(C(ON1N=NC2C=CC=CC1=2)=[N+](C)C)C.[B-](F)(F)(F)F. Given the product [CH3:20][C:18]1[N:19]=[C:15]([NH:14][C:6](=[O:8])[C:5]2[CH:9]=[CH:10][C:2]([NH2:1])=[C:3]([N+:11]([O-:13])=[O:12])[CH:4]=2)[S:16][C:17]=1[CH3:21], predict the reactants needed to synthesize it. (7) The reactants are: [CH3:1][O:2][C:3]1[CH:4]=[CH:5][C:6]2[CH:15]=[C:14]3[C:9]([C:10](=O)[C:11]([C:16]#[N:17])=[CH:12][NH:13]3)=[CH:8][C:7]=2[CH:19]=1.P(Cl)(Cl)([Cl:22])=O. Given the product [Cl:22][C:10]1[C:9]2[C:14](=[CH:15][C:6]3[CH:5]=[CH:4][C:3]([O:2][CH3:1])=[CH:19][C:7]=3[CH:8]=2)[N:13]=[CH:12][C:11]=1[C:16]#[N:17], predict the reactants needed to synthesize it. (8) Given the product [CH2:1]([O:3][C:4]([C:5]1[C:11](=[O:22])[C:12]2[C:13](=[C:14]([O:19][CH3:20])[C:15]([F:18])=[CH:16][CH:17]=2)[N:7]([CH:8]2[CH2:10][CH2:9]2)[CH:6]=1)=[O:23])[CH3:2], predict the reactants needed to synthesize it. The reactants are: [CH2:1]([O:3][C:4](=[O:23])[C:5]([C:11](=[O:22])[C:12]1[CH:17]=[CH:16][C:15]([F:18])=[C:14]([O:19][CH3:20])[C:13]=1F)=[CH:6][NH:7][CH:8]1[CH2:10][CH2:9]1)[CH3:2].C(OC(=O)C(C(=O)C1C=CC(F)=C(OC)C=1OCC)=CNC1CC1)C.